This data is from Catalyst prediction with 721,799 reactions and 888 catalyst types from USPTO. The task is: Predict which catalyst facilitates the given reaction. Reactant: [CH3:1][C:2]1[CH:11]=[CH:10][C:9]2[C:4](=[CH:5][CH:6]=[CH:7][CH:8]=2)[N:3]=1.[CH3:12][C:13]1[CH:18]=[C:17]([CH3:19])[CH:16]=[C:15]([CH3:20])[C:14]=1[S:21]([O:24]C)(=[O:23])=[O:22]. Product: [CH3:20][C:15]1[CH:16]=[C:17]([CH3:19])[CH:18]=[C:13]([CH3:12])[C:14]=1[S:21]([O-:24])(=[O:23])=[O:22].[CH3:12][N+:3]1[C:4]2[C:9](=[CH:8][CH:7]=[CH:6][CH:5]=2)[CH:10]=[CH:11][C:2]=1[CH3:1]. The catalyst class is: 57.